From a dataset of Reaction yield outcomes from USPTO patents with 853,638 reactions. Predict the reaction yield, written as a fraction of the theoretical maximum amount of product (1.0 means a 100% yield; for example, 0.34 means a 34% yield). The catalyst is C(OCC)(=O)C.CN(C)C=O. The reactants are [C:1]([C:3]1[CH:8]=[CH:7][CH:6]=[CH:5][C:4]=1[C:9]1[CH:14]=[CH:13][C:12]([CH2:15][C:16]2[C:17](=[O:37])[N:18]([C@H:28]3[CH2:33][CH2:32][C@H:31]([C:34](O)=[O:35])[CH2:30][CH2:29]3)[C:19]3[N:20]([N:25]=[CH:26][N:27]=3)[C:21]=2[CH2:22][CH2:23][CH3:24])=[CH:11][CH:10]=1)#[N:2].[C:38]([NH:41][NH2:42])(=[O:40])[CH3:39].ON1C2C=CC=CC=2N=N1.Cl.C(N=C=NCCCN(C)C)C. The product is [C:38]([NH:41][NH:42][C:34]([C@H:31]1[CH2:30][CH2:29][C@H:28]([N:18]2[C:17](=[O:37])[C:16]([CH2:15][C:12]3[CH:13]=[CH:14][C:9]([C:4]4[CH:5]=[CH:6][CH:7]=[CH:8][C:3]=4[C:1]#[N:2])=[CH:10][CH:11]=3)=[C:21]([CH2:22][CH2:23][CH3:24])[N:20]3[N:25]=[CH:26][N:27]=[C:19]23)[CH2:33][CH2:32]1)=[O:35])(=[O:40])[CH3:39]. The yield is 0.720.